From a dataset of Reaction yield outcomes from USPTO patents with 853,638 reactions. Predict the reaction yield, written as a fraction of the theoretical maximum amount of product (1.0 means a 100% yield; for example, 0.34 means a 34% yield). (1) The reactants are [Cl:1][C:2]1[C:3]([F:11])=[C:4]2[CH:10]=[CH:9][NH:8][C:5]2=[N:6][CH:7]=1.[N+:12]([O-])([OH:14])=[O:13]. No catalyst specified. The product is [Cl:1][C:2]1[C:3]([F:11])=[C:4]2[C:10]([N+:12]([O-:14])=[O:13])=[CH:9][NH:8][C:5]2=[N:6][CH:7]=1. The yield is 0.860. (2) The reactants are [N:1]1[C:10]2[C:5](=[CH:6][CH:7]=[CH:8][C:9]=2[O:11][CH2:12][C:13]([O:15]CC)=O)[CH:4]=[CH:3][CH:2]=1.[NH2:18][CH2:19][C@@H:20]([OH:32])[CH2:21][N:22]1[CH2:31][CH2:30][C:29]2[C:24](=[CH:25][CH:26]=[CH:27][CH:28]=2)[CH2:23]1. The catalyst is CCO. The product is [CH2:23]1[C:24]2[C:29](=[CH:28][CH:27]=[CH:26][CH:25]=2)[CH2:30][CH2:31][N:22]1[CH2:21][C@H:20]([OH:32])[CH2:19][NH:18][C:13](=[O:15])[CH2:12][O:11][C:9]1[CH:8]=[CH:7][CH:6]=[C:5]2[C:10]=1[N:1]=[CH:2][CH:3]=[CH:4]2. The yield is 0.400.